From a dataset of Oral bioavailability binary classification data from Ma et al.. Regression/Classification. Given a drug SMILES string, predict its absorption, distribution, metabolism, or excretion properties. Task type varies by dataset: regression for continuous measurements (e.g., permeability, clearance, half-life) or binary classification for categorical outcomes (e.g., BBB penetration, CYP inhibition). Dataset: bioavailability_ma. (1) The molecule is C[C@H]1O[C@@H](O[C@H]2[C@@H](O)C[C@H](O[C@H]3[C@@H](O)C[C@H](O[C@H]4CC[C@]5(C)[C@H]6CC[C@]7(C)[C@@H](C8=CC(=O)OC8)CC[C@]7(O)[C@@H]6CC[C@@H]5C4)O[C@@H]3C)O[C@@H]2C)C[C@H](O)[C@@H]1O. The result is 1 (high bioavailability). (2) The drug is Oc1ccc2c3c1O[C@H]1[C@@H](O)CC[C@@]4(O)[C@@H](C2)N(CC2CCC2)CC[C@]314. The result is 0 (low bioavailability). (3) The result is 1 (high bioavailability). The molecule is COc1cc([C@@H]2c3cc4c(cc3[C@@H](O[C@@H]3O[C@@H]5CO[C@@H](c6cccs6)O[C@H]5[C@H](O)[C@H]3O)[C@H]3COC(=O)[C@H]23)OCO4)cc(OC)c1O. (4) The molecule is CC(C)COCC(CN(Cc1ccccc1)c1ccccc1)N1CCCC1. The result is 1 (high bioavailability). (5) The compound is C[C@]12CC[C@@H]3c4ccc(O)cc4CC[C@H]3[C@@H]1CC[C@@H]2O. The result is 0 (low bioavailability). (6) The result is 0 (low bioavailability). The compound is NCC[C@H](O)C(=O)N[C@@H]1C[C@H](N)[C@@H](O[C@H]2O[C@H](CN)CC[C@H]2N)[C@H](O)[C@H]1O[C@H]1O[C@H](CO)[C@@H](O)[C@H](N)[C@H]1O. (7) The molecule is COCc1c(C(C)C)nc(C(C)C)c(/C=C/[C@@H](O)C[C@@H](O)CC(=O)O)c1-c1ccc(F)cc1. The result is 1 (high bioavailability). (8) The compound is Cc1[nH]cnc1CN1CCc2c(c3ccccc3n2C)C1=O. The result is 1 (high bioavailability). (9) The drug is CCCCC(=O)N(Cc1ccc(-c2ccccc2-c2nn[nH]n2)cc1)[C@H](C(=O)O)C(C)C. The result is 1 (high bioavailability). (10) The compound is CCOc1cc(CC(=O)N[C@@H](CC(C)C)c2ccccc2N2CCCCC2)ccc1C(=O)O. The result is 1 (high bioavailability).